This data is from Full USPTO retrosynthesis dataset with 1.9M reactions from patents (1976-2016). The task is: Predict the reactants needed to synthesize the given product. (1) Given the product [CH3:1][O:2][C:3]1[CH:11]=[CH:10][C:9]([CH3:12])=[CH:8][C:4]=1[CH2:5][NH2:7], predict the reactants needed to synthesize it. The reactants are: [CH3:1][O:2][C:3]1[CH:11]=[CH:10][C:9]([CH3:12])=[CH:8][C:4]=1[C:5]([NH2:7])=O.Cl.C(OCC)(=O)C. (2) Given the product [N:28]1([C:22]([C:21]2[CH:20]=[CH:19][C:18]([C:15]3[CH:45]=[CH:46][C:47]4[N:48]=[CH:43][N:12]([C:13]5[CH:9]=[CH:6][C:7]([C:59]#[N:58])=[CH:8][CH:3]=5)[C:17]=4[CH:16]=3)=[CH:26][CH:25]=2)=[O:24])[CH2:29][CH2:30][O:31][CH2:32][CH2:33]1, predict the reactants needed to synthesize it. The reactants are: C([C:3]1[CH:8]=[CH:7][C:6]([C:9]2C=N[N:12]3[CH:17]=[CH:16][C:15]([C:18]4[CH:26]=[CH:25][C:21]([C:22]([OH:24])=O)=[CH:20][CH:19]=4)=N[C:13]=23)=CC=1)#N.C[N:28]1[CH2:33][CH2:32][O:31][CH2:30][CH2:29]1.CN(C(ON1N=NC2[CH:45]=[CH:46][CH:47]=[N:48][C:43]1=2)=[N+](C)C)C.F[P-](F)(F)(F)(F)F.[NH:58]1CCOC[CH2:59]1. (3) Given the product [Cl:1][CH2:2][CH:3]1[C:11]2[C:10]3[CH:12]=[CH:13][C:14]([S:16]([NH2:29])(=[O:18])=[O:17])=[CH:15][C:9]=3[C:8]([N+:20]([O-:22])=[O:21])=[CH:7][C:6]=2[NH:5][CH2:4]1, predict the reactants needed to synthesize it. The reactants are: [Cl:1][CH2:2][CH:3]1[C:11]2[C:10]3[CH:12]=[CH:13][C:14]([S:16](Cl)(=[O:18])=[O:17])=[CH:15][C:9]=3[C:8]([N+:20]([O-:22])=[O:21])=[CH:7][C:6]=2[N:5](C(=O)C(F)(F)F)[CH2:4]1.[NH3:29]. (4) Given the product [CH3:1][O:2][C:3]1[CH:8]=[CH:7][C:6]([CH2:9][NH:10][CH2:11][C:12]#[N:13])=[CH:5][CH:4]=1, predict the reactants needed to synthesize it. The reactants are: [CH3:1][O:2][C:3]1[CH:8]=[CH:7][C:6]([CH2:9][NH2:10])=[CH:5][CH:4]=1.[CH3:11][CH2:12][N:13](CC)CC.BrCC#N. (5) Given the product [Cl:14][CH2:8][C:5]1[CH:6]=[CH:7][C:2]([F:1])=[C:3]([O:10][CH3:11])[CH:4]=1, predict the reactants needed to synthesize it. The reactants are: [F:1][C:2]1[CH:7]=[CH:6][C:5]([CH2:8]O)=[CH:4][C:3]=1[O:10][CH3:11].S(Cl)([Cl:14])=O. (6) Given the product [F:1][C:2]1[CH:7]=[C:6]([F:8])[CH:5]=[CH:4][C:3]=1[C:9]1[C:18]([N:19]2[CH2:23][CH2:22][CH2:21][C@@H:20]2[CH3:24])=[N:17][C:16]2[C:11](=[CH:12][CH:13]=[C:14]([C:25]([OH:27])=[O:26])[CH:15]=2)[N:10]=1, predict the reactants needed to synthesize it. The reactants are: [F:1][C:2]1[CH:7]=[C:6]([F:8])[CH:5]=[CH:4][C:3]=1[C:9]1[C:18]([N:19]2[CH2:23][CH2:22][CH2:21][C@@H:20]2[CH3:24])=[N:17][C:16]2[C:11](=[CH:12][CH:13]=[C:14]([C:25]([O:27]C)=[O:26])[CH:15]=2)[N:10]=1.[OH-].[Na+].O.